The task is: Predict the reactants needed to synthesize the given product.. This data is from Full USPTO retrosynthesis dataset with 1.9M reactions from patents (1976-2016). (1) Given the product [Cl:21][C:22]1[CH:28]=[CH:27][CH:26]=[CH:25][C:23]=1[NH:24][C:4]1[C:5](=[O:20])[C:6](=[O:19])[C:7]=1[NH:8][C:9]1[CH:14]=[CH:13][C:12]([N+:15]([O-:17])=[O:16])=[CH:11][C:10]=1[OH:18], predict the reactants needed to synthesize it. The reactants are: C(O[C:4]1[C:5](=[O:20])[C:6](=[O:19])[C:7]=1[NH:8][C:9]1[CH:14]=[CH:13][C:12]([N+:15]([O-:17])=[O:16])=[CH:11][C:10]=1[OH:18])C.[Cl:21][C:22]1[CH:28]=[CH:27][CH:26]=[CH:25][C:23]=1[NH2:24].C(OC(=O)C)C. (2) Given the product [CH2:1]([N:8]([CH2:24][CH:25]([CH3:26])[CH3:27])[C:9]1[CH:14]=[CH:13][C:12]([C:29]2[CH:34]=[CH:33][CH:32]=[CH:31][C:30]=2[C:35]2[N:36]=[N:37][N:38]([C:40]([C:53]3[CH:54]=[CH:55][CH:56]=[CH:57][CH:58]=3)([C:47]3[CH:48]=[CH:49][CH:50]=[CH:51][CH:52]=3)[C:41]3[CH:46]=[CH:45][CH:44]=[CH:43][CH:42]=3)[N:39]=2)=[CH:11][C:10]=1[NH2:23])[C:2]1[CH:3]=[CH:4][CH:5]=[CH:6][CH:7]=1, predict the reactants needed to synthesize it. The reactants are: [CH2:1]([N:8]([CH2:24][CH:25]([CH3:27])[CH3:26])[C:9]1[C:10]([NH2:23])=[CH:11][C:12](B2OCC(C)(C)CO2)=[CH:13][CH:14]=1)[C:2]1[CH:7]=[CH:6][CH:5]=[CH:4][CH:3]=1.Br[C:29]1[CH:34]=[CH:33][CH:32]=[CH:31][C:30]=1[C:35]1[N:36]=[N:37][N:38]([C:40]([C:53]2[CH:58]=[CH:57][CH:56]=[CH:55][CH:54]=2)([C:47]2[CH:52]=[CH:51][CH:50]=[CH:49][CH:48]=2)[C:41]2[CH:46]=[CH:45][CH:44]=[CH:43][CH:42]=2)[N:39]=1.C(=O)([O-])[O-].[Na+].[Na+]. (3) The reactants are: [Cl:1][C:2]1[CH:7]=[CH:6][C:5]([C:8]2([C:13]3[CH:28]=[CH:27][C:16]4=[N:17][O:18][C:19]([C:20]5[CH:25]=[CH:24][CH:23]=[C:22]([I:26])[CH:21]=5)=[C:15]4[CH:14]=3)OCC[O:9]2)=[CH:4][CH:3]=1. Given the product [NH2:17][CH:16]1[CH:15]([C:19]([C:20]2[CH:25]=[CH:24][CH:23]=[C:22]([I:26])[CH:21]=2)=[O:18])[CH:14]=[C:13]([C:8](=[O:9])[C:5]2[CH:4]=[CH:3][C:2]([Cl:1])=[CH:7][CH:6]=2)[CH:28]=[CH:27]1, predict the reactants needed to synthesize it. (4) Given the product [N:1]1([C:2]2[CH:3]=[CH:4][C:5]([N:8]3[C:13](=[O:14])[CH:12]=[CH:11][N:10]=[CH:9]3)=[CH:6][CH:7]=2)[CH2:21][CH2:20][NH:19][CH2:18][CH2:17]1, predict the reactants needed to synthesize it. The reactants are: [NH2:1][C:2]1[CH:7]=[CH:6][C:5]([N:8]2[C:13](=[O:14])[CH:12]=[CH:11][N:10]=[CH:9]2)=[CH:4][CH:3]=1.Cl.Cl[CH2:17][CH2:18][NH:19][CH2:20][CH2:21]Cl.C(=O)([O-])[O-].[K+].[K+].